Dataset: Forward reaction prediction with 1.9M reactions from USPTO patents (1976-2016). Task: Predict the product of the given reaction. (1) Given the reactants [CH3:1][C:2]1[C:6]([C:7]([OH:9])=O)=[C:5]([CH3:10])[O:4][N:3]=1.C(Cl)(C(Cl)=O)=O.CCN(CC)CC.[NH2:24][C:25]1[CH:26]=[C:27]([CH2:32][C:33]([O:35][CH3:36])=[O:34])[CH:28]=[CH:29][C:30]=1[OH:31], predict the reaction product. The product is: [CH3:1][C:2]1[C:6]([C:7]([NH:24][C:25]2[CH:26]=[C:27]([CH2:32][C:33]([O:35][CH3:36])=[O:34])[CH:28]=[CH:29][C:30]=2[OH:31])=[O:9])=[C:5]([CH3:10])[O:4][N:3]=1. (2) Given the reactants [CH:1](=[O:11])[CH2:2][CH2:3][CH2:4][CH2:5][CH2:6][CH2:7][CH2:8][CH2:9][CH3:10].[CH2:12]([OH:24])[CH2:13][O:14][CH2:15][CH2:16][O:17][CH2:18][CH2:19][O:20][CH2:21][CH2:22][OH:23], predict the reaction product. The product is: [CH:1](=[O:11])[CH2:2][CH2:3][CH2:4][CH2:5][CH2:6][CH2:7][CH2:8][CH2:9][CH3:10].[CH2:22]([OH:23])[CH2:21][O:20][CH2:19][CH2:18][O:17][CH2:16][CH2:15][O:14][CH2:13][CH2:12][OH:24]. (3) Given the reactants Br[C:2]1[CH:3]=[N:4][C:5]([N:8]2[CH2:13][CH2:12][O:11][C@H:10]([CH2:14][N:15]3[C:19]4=[N:20][C:21]([C:24]5[CH:25]=[CH:26][C:27]([F:32])=[C:28]([CH:31]=5)[C:29]#[N:30])=[CH:22][N:23]=[C:18]4[N:17]=[N:16]3)[CH2:9]2)=[N:6][CH:7]=1.C(=O)([O-])[O-].[K+].[K+].O1CCOCC1.CC1(C)C(C)(C)OB([C:53]2[CH2:58][CH2:57][N:56]([C:59]([O:61][C:62]([CH3:65])([CH3:64])[CH3:63])=[O:60])[CH2:55][CH:54]=2)O1, predict the reaction product. The product is: [C:29]([C:28]1[CH:31]=[C:24]([C:21]2[N:20]=[C:19]3[N:15]([CH2:14][C@@H:10]4[CH2:9][N:8]([C:5]5[N:4]=[CH:3][C:2]([C:53]6[CH2:58][CH2:57][N:56]([C:59]([O:61][C:62]([CH3:65])([CH3:64])[CH3:63])=[O:60])[CH2:55][CH:54]=6)=[CH:7][N:6]=5)[CH2:13][CH2:12][O:11]4)[N:16]=[N:17][C:18]3=[N:23][CH:22]=2)[CH:25]=[CH:26][C:27]=1[F:32])#[N:30]. (4) Given the reactants [C:1]([O:5][C:6](=[O:18])[NH:7][C@H:8]1[CH2:17][CH2:16][C:11]2[N:12]=[C:13]([NH2:15])[S:14][C:10]=2[CH2:9]1)([CH3:4])([CH3:3])[CH3:2].CCN(C(C)C)C(C)C.Cl[C:29]([O:31][CH2:32][C:33]1[CH:38]=[CH:37][CH:36]=[CH:35][CH:34]=1)=[O:30].ClC([O-])=O, predict the reaction product. The product is: [CH2:32]([O:31][C:29](=[O:30])[NH:15][C:13]1[S:14][C:10]2[CH2:9][C@@H:8]([NH:7][C:6]([O:5][C:1]([CH3:4])([CH3:2])[CH3:3])=[O:18])[CH2:17][CH2:16][C:11]=2[N:12]=1)[C:33]1[CH:38]=[CH:37][CH:36]=[CH:35][CH:34]=1. (5) Given the reactants [C:1]1([CH:7]2[CH2:12][CH2:11][C:10](OS(C(F)(F)F)(=O)=O)=[CH:9][CH2:8]2)[CH:6]=[CH:5][CH:4]=[CH:3][CH:2]=1.[B:21]1([B:21]2[O:25][C:24]([CH3:27])([CH3:26])[C:23]([CH3:29])([CH3:28])[O:22]2)[O:25][C:24]([CH3:27])([CH3:26])[C:23]([CH3:29])([CH3:28])[O:22]1.C([O-])(=O)C.[K+], predict the reaction product. The product is: [CH3:28][C:23]1([CH3:29])[C:24]([CH3:27])([CH3:26])[O:25][B:21]([C:10]2[CH2:11][CH2:12][CH:7]([C:1]3[CH:6]=[CH:5][CH:4]=[CH:3][CH:2]=3)[CH2:8][CH:9]=2)[O:22]1. (6) Given the reactants Cl.[NH2:2][CH2:3][C:4]1[CH:12]=[CH:11][CH:10]=[C:9]2[C:5]=1[C:6](=[O:22])[N:7]([CH:14]1[CH2:19][CH2:18][C:17](=[O:20])[NH:16][C:15]1=[O:21])[C:8]2=[O:13].C(N(CC)CC)C.[CH3:30][O:31][C:32]1[CH:33]=[C:34]([N:38]=[C:39]=[O:40])[CH:35]=[CH:36][CH:37]=1, predict the reaction product. The product is: [O:21]=[C:15]1[CH:14]([N:7]2[C:6](=[O:22])[C:5]3[C:9](=[CH:10][CH:11]=[CH:12][C:4]=3[CH2:3][NH:2][C:39]([NH:38][C:34]3[CH:35]=[CH:36][CH:37]=[C:32]([O:31][CH3:30])[CH:33]=3)=[O:40])[C:8]2=[O:13])[CH2:19][CH2:18][C:17](=[O:20])[NH:16]1. (7) Given the reactants [CH:1]1([B-](F)(F)F)[CH2:3][CH2:2]1.[K+].P([O-])([O-])([O-])=O.[K+].[K+].[K+].Br[C:18]1[CH:25]=[C:24]([Cl:26])[CH:23]=[CH:22][C:19]=1[CH:20]=[O:21].C1(P(C2CCCCC2)C2C=CC=CC=2C2C(OC(C)C)=CC=CC=2OC(C)C)CCCCC1, predict the reaction product. The product is: [Cl:26][C:24]1[CH:23]=[CH:22][C:19]([CH:20]=[O:21])=[C:18]([CH:1]2[CH2:3][CH2:2]2)[CH:25]=1. (8) Given the reactants [CH3:1][NH:2][CH3:3].CCCCCC.[C:10]([C:14]1[NH:15][C:16](=[C:19]([C:33]#[N:34])[C:20]2[CH:25]=[CH:24][N:23]=[C:22]([NH:26][CH2:27][CH2:28][C:29]([O:31]C)=O)[N:21]=2)[S:17][CH:18]=1)([CH3:13])([CH3:12])[CH3:11].O, predict the reaction product. The product is: [C:10]([C:14]1[NH:15][C:16](=[C:19]([C:33]#[N:34])[C:20]2[CH:25]=[CH:24][N:23]=[C:22]([NH:26][CH2:27][CH2:28][C:29]([N:2]([CH3:3])[CH3:1])=[O:31])[N:21]=2)[S:17][CH:18]=1)([CH3:11])([CH3:13])[CH3:12]. (9) Given the reactants C(OC([N:8]1[CH2:12][CH2:11][CH2:10][CH:9]1[CH2:13][CH2:14][NH:15][C:16]1[C:21](=[O:22])[N:20]([CH2:23][C:24]([O:26][CH2:27][CH3:28])=[O:25])[C:19]([CH3:29])=[CH:18][N:17]=1)=O)(C)(C)C.C(O)(C(F)(F)F)=O, predict the reaction product. The product is: [CH2:27]([O:26][C:24](=[O:25])[CH2:23][N:20]1[C:19]([CH3:29])=[CH:18][N:17]=[C:16]([NH:15][CH2:14][CH2:13][CH:9]2[CH2:10][CH2:11][CH2:12][NH:8]2)[C:21]1=[O:22])[CH3:28]. (10) Given the reactants [F:1][C:2]1[CH:3]=[CH:4][C:5]([OH:18])=[C:6]([C:8](=[O:17])[CH2:9][C:10]2[CH:15]=[CH:14][CH:13]=[C:12]([F:16])[CH:11]=2)[CH:7]=1.CN(C(ON1N=NC2C=CC=NC1=2)=[N+](C)C)C.F[P-](F)(F)(F)(F)F.[CH2:43]([O:50][C@H:51]([CH3:55])[C:52](O)=O)[C:44]1[CH:49]=[CH:48][CH:47]=[CH:46][CH:45]=1.C(N(CC)CC)C, predict the reaction product. The product is: [CH2:43]([O:50][C@@H:51]([C:55]1[O:18][C:5]2[C:6]([C:8](=[O:17])[C:9]=1[C:10]1[CH:15]=[CH:14][CH:13]=[C:12]([F:16])[CH:11]=1)=[CH:7][C:2]([F:1])=[CH:3][CH:4]=2)[CH3:52])[C:44]1[CH:49]=[CH:48][CH:47]=[CH:46][CH:45]=1.